Predict the product of the given reaction. From a dataset of Forward reaction prediction with 1.9M reactions from USPTO patents (1976-2016). (1) Given the reactants C([O:3][C:4]([C:6]1[C:7]([CH2:23][CH3:24])=[C:8]2[CH:14]=[CH:13][N:12]([CH2:15][C:16]3[CH:21]=[CH:20][C:19]([F:22])=[CH:18][CH:17]=3)[C:9]2=[CH:10][N:11]=1)=O)C.[OH-:25].[Na+].[NH2:27]O.Cl, predict the reaction product. The product is: [OH:25][NH:27][C:4]([C:6]1[C:7]([CH2:23][CH3:24])=[C:8]2[CH:14]=[CH:13][N:12]([CH2:15][C:16]3[CH:21]=[CH:20][C:19]([F:22])=[CH:18][CH:17]=3)[C:9]2=[CH:10][N:11]=1)=[O:3]. (2) Given the reactants CO.C1COCC1.[CH:8]1([CH2:11][CH2:12][O:13][C:14]2[CH:39]=[CH:38][C:17]([C:18]([NH:20]/[C:21](/[C:32]([NH:34][CH2:35][CH2:36][OH:37])=[O:33])=[CH:22]\[C:23]3[CH:28]=[CH:27][C:26]([CH:29]4[CH2:31][CH2:30]4)=[CH:25][CH:24]=3)=[O:19])=[CH:16][CH:15]=2)[CH2:10][CH2:9]1.C(OCC)(=O)C, predict the reaction product. The product is: [CH:8]1([CH2:11][CH2:12][O:13][C:14]2[CH:39]=[CH:38][C:17]([C:18]([NH:20][CH:21]([CH2:22][C:23]3[CH:28]=[CH:27][C:26]([CH2:29][CH2:30][CH3:31])=[CH:25][CH:24]=3)[C:32]([NH:34][CH2:35][CH2:36][OH:37])=[O:33])=[O:19])=[CH:16][CH:15]=2)[CH2:9][CH2:10]1. (3) Given the reactants [Cl-:1].C(OC([NH:12][C:13]([CH3:26])([CH3:25])[CH2:14][CH2:15][N+:16]1([CH3:24])[CH2:21][CH2:20][C:19]([F:23])([F:22])[CH2:18][CH2:17]1)=O)C1C=CC=CC=1, predict the reaction product. The product is: [ClH:1].[Cl-:1].[NH2:12][C:13]([CH3:26])([CH3:25])[CH2:14][CH2:15][N+:16]1([CH3:24])[CH2:21][CH2:20][C:19]([F:23])([F:22])[CH2:18][CH2:17]1. (4) Given the reactants [CH:1]([C:3]1[CH:8]=[CH:7][C:6]([NH:9][C:10]([C:12]2[S:13][C:14]([C:23]([F:26])([F:25])[F:24])=[C:15]([C:17]3[CH:22]=[CH:21][CH:20]=[CH:19][CH:18]=3)[CH:16]=2)=[O:11])=[CH:5][CH:4]=1)=O.[NH:27]1[CH2:30][CH:29]([C:31]([OH:33])=[O:32])[CH2:28]1.C(O)(=O)C.C([BH3-])#N.[Na+], predict the reaction product. The product is: [C:17]1([C:15]2[CH:16]=[C:12]([C:10]([NH:9][C:6]3[CH:5]=[CH:4][C:3]([CH2:1][N:27]4[CH2:30][CH:29]([C:31]([OH:33])=[O:32])[CH2:28]4)=[CH:8][CH:7]=3)=[O:11])[S:13][C:14]=2[C:23]([F:26])([F:25])[F:24])[CH:22]=[CH:21][CH:20]=[CH:19][CH:18]=1. (5) The product is: [F:20][C:14]1[C:15]([F:19])=[CH:16][CH:17]=[CH:18][C:13]=1[C:12]1[N:11]([C:9]2[CH:10]=[C:6]([C:4]([OH:3])=[O:5])[NH:7][CH:8]=2)[CH:39]=[N:38][CH:37]=1. Given the reactants C([O:3][C:4]([C:6]1[N:7](S(C)(=O)=O)[CH:8]=[C:9]([N:11]=[CH:12][C:13]2[CH:18]=[CH:17][CH:16]=[C:15]([F:19])[C:14]=2[F:20])[CH:10]=1)=[O:5])C.CO.CC1C=CC(S([CH2:37][N+:38]#[C-:39])(=O)=O)=CC=1.C([O-])([O-])=O.[K+].[K+], predict the reaction product. (6) Given the reactants [Br:1][C:2]1[CH:3]=[C:4]([N:9]2C(=O)[O:12][N:11]=[C:10]2[C:15]2[C:16]([NH:20][C:21]([C:23]3[NH:27][N:26]=[N:25][N:24]=3)=O)=[N:17][O:18][N:19]=2)[CH:5]=[CH:6][C:7]=1[F:8].P(Cl)(Cl)(Cl)(Cl)Cl.C([BH3-])#N.[Na+], predict the reaction product. The product is: [Br:1][C:2]1[CH:3]=[C:4]([NH:9][C:10]([C:15]2[C:16]([NH:20][CH2:21][C:23]3[NH:27][N:26]=[N:25][N:24]=3)=[N:17][O:18][N:19]=2)=[N:11][OH:12])[CH:5]=[CH:6][C:7]=1[F:8]. (7) Given the reactants [CH3:1][C:2]1[CH:11]=[CH:10][C:5]([C:6]([O:8][CH3:9])=[O:7])=[CH:4][C:3]=1[C:12]1[CH:13]=[C:14]2[C:19](=[CH:20][CH:21]=1)[C:18](=[O:22])[NH:17][CH:16]=[CH:15]2.Br[C:24]1C=C2C(=CC=1)C(=O)NC=C2C, predict the reaction product. The product is: [CH3:1][C:2]1[CH:11]=[CH:10][C:5]([C:6]([O:8][CH3:9])=[O:7])=[CH:4][C:3]=1[C:12]1[CH:13]=[C:14]2[C:19](=[CH:20][CH:21]=1)[C:18](=[O:22])[NH:17][CH:16]=[C:15]2[CH3:24]. (8) Given the reactants Cl[C:2]1[N:7]=[C:6]([NH:8][C:9]2[CH:10]=[C:11]3[C:15](=[CH:16][CH:17]=2)[NH:14][N:13]=[CH:12]3)[CH:5]=[CH:4][N:3]=1.[CH:18]1([NH:21][C:22](=[O:41])[CH2:23][O:24][C:25]2[CH:30]=[C:29](B3OC(C)(C)C(C)(C)O3)[CH:28]=[C:27]([F:40])[CH:26]=2)[CH2:20][CH2:19]1.[F-].[Cs+], predict the reaction product. The product is: [NH:14]1[C:15]2[C:11](=[CH:10][C:9]([NH:8][C:6]3[CH:5]=[CH:4][N:3]=[C:2]([C:29]4[CH:30]=[C:25]([CH:26]=[C:27]([F:40])[CH:28]=4)[O:24][CH2:23][C:22]([NH:21][CH:18]4[CH2:20][CH2:19]4)=[O:41])[N:7]=3)=[CH:17][CH:16]=2)[CH:12]=[N:13]1. (9) Given the reactants [CH3:1][O:2][CH2:3][C:4]1[CH:9]=[CH:8][C:7]([C:10]2[N:11]=[C:12](S(C)(=O)=O)[N:13]=[N:14][CH:15]=2)=[CH:6][CH:5]=1.[NH3:20], predict the reaction product. The product is: [CH3:1][O:2][CH2:3][C:4]1[CH:9]=[CH:8][C:7]([C:10]2[N:11]=[C:12]([NH2:20])[N:13]=[N:14][CH:15]=2)=[CH:6][CH:5]=1. (10) Given the reactants [CH2:1]([N:8]1[C:12]2[N:13]=[N:14][N:15]=[C:16](O)[C:11]=2[C:10]([C:18]#[N:19])=[CH:9]1)[C:2]1[CH:7]=[CH:6][CH:5]=[CH:4][CH:3]=1.[CH2:20]([O:22][CH:23]([N:25]1[CH:29]=[C:28](B2OC(C)(C)C(C)(C)O2)[CH:27]=[N:26]1)[CH3:24])[CH3:21].C(=O)([O-])[O-].[K+].[K+].O, predict the reaction product. The product is: [CH2:1]([N:8]1[C:12]2[N:13]=[N:14][N:15]=[C:16]([C:28]3[CH:27]=[N:26][N:25]([CH:23]([O:22][CH2:20][CH3:21])[CH3:24])[CH:29]=3)[C:11]=2[C:10]([C:18]#[N:19])=[CH:9]1)[C:2]1[CH:7]=[CH:6][CH:5]=[CH:4][CH:3]=1.